This data is from Reaction yield outcomes from USPTO patents with 853,638 reactions. The task is: Predict the reaction yield, written as a fraction of the theoretical maximum amount of product (1.0 means a 100% yield; for example, 0.34 means a 34% yield). (1) The reactants are [CH2:1]([C:3]1[C:8](=[O:9])[NH:7][C:6]([CH3:10])=[C:5]([C:11]2[O:15][C:14]([S:16]([Cl:19])(=[O:18])=[O:17])=[CH:13][CH:12]=2)[CH:4]=1)[CH3:2].[N:20]1([CH2:25][CH2:26][CH2:27][NH2:28])[CH2:24][CH2:23][CH2:22][CH2:21]1. No catalyst specified. The product is [ClH:19].[N:20]1([CH2:25][CH2:26][CH2:27][NH:28][S:16]([C:14]2[O:15][C:11]([C:5]3[CH:4]=[C:3]([CH2:1][CH3:2])[C:8](=[O:9])[NH:7][C:6]=3[CH3:10])=[CH:12][CH:13]=2)(=[O:18])=[O:17])[CH2:24][CH2:23][CH2:22][CH2:21]1. The yield is 0.150. (2) The reactants are [F:1][C:2]1[CH:10]=[C:9]2[C:5](/[C:6](=[CH:12]/[C:13]3[N:17]([CH3:18])[N:16]=[CH:15][N:14]=3)/[O:7][C:8]2=O)=[C:4]([N+:19]([O-])=O)[CH:3]=1.O.[NH2:23][NH2:24].C(O)(=O)C. The catalyst is C1COCC1.O. The product is [NH2:19][C:4]1[CH:3]=[C:2]([F:1])[CH:10]=[C:9]2[C:5]=1[C:6]([CH2:12][C:13]1[N:17]([CH3:18])[N:16]=[CH:15][N:14]=1)=[N:23][NH:24][C:8]2=[O:7]. The yield is 0.420. (3) The reactants are [CH2:1]([N:5]1[C:13]2[N:12]=[C:11]([CH2:14][C:15]3[CH:20]=[CH:19][C:18]([NH:21][C:22]([C:24]4[N:28]=[CH:27][N:26](C(C5C=CC=CC=5)(C5C=CC=CC=5)C5C=CC=CC=5)[N:25]=4)=[O:23])=[CH:17][CH:16]=3)[NH:10][C:9]=2[C:8](=[O:48])[N:7]([CH2:49][C:50]2[CH:55]=[CH:54][CH:53]=[CH:52][C:51]=2[F:56])[C:6]1=[O:57])[CH2:2][CH2:3][CH3:4].[F:58][C:59]([F:64])([F:63])[C:60]([OH:62])=[O:61].C([SiH](CC)CC)C. The catalyst is ClCCl. The product is [F:58][C:59]([F:64])([F:63])[C:60]([OH:62])=[O:61].[CH2:1]([N:5]1[C:13]2[N:12]=[C:11]([CH2:14][C:15]3[CH:16]=[CH:17][C:18]([NH:21][C:22]([C:24]4[N:28]=[CH:27][NH:26][N:25]=4)=[O:23])=[CH:19][CH:20]=3)[NH:10][C:9]=2[C:8](=[O:48])[N:7]([CH2:49][C:50]2[CH:55]=[CH:54][CH:53]=[CH:52][C:51]=2[F:56])[C:6]1=[O:57])[CH2:2][CH2:3][CH3:4]. The yield is 0.400. (4) The yield is 0.110. The catalyst is C(Cl)Cl.C(OCC)(=O)C.C([O-])(=O)C.[Cu+2].C([O-])(=O)C. The reactants are [C:1]1([CH:7]2[C:12](=[O:13])[NH:11][N:10]=[C:9]3[C:14]4[CH:21]=[CH:20][CH:19]=[CH:18][C:15]=4[O:16][CH2:17][CH:8]23)[CH:6]=[CH:5][CH:4]=[CH:3][CH:2]=1.[C:22]([C:24]1[CH:29]=[CH:28][CH:27]=[CH:26][C:25]=1B1OC(C([O-])=O)C=CO1)#[N:23].C(N(CC)CC)C. The product is [C:22]([C:24]1[CH:29]=[CH:28][CH:27]=[CH:26][C:25]=1[N:11]1[C:12](=[O:13])[CH:7]([C:1]2[CH:2]=[CH:3][CH:4]=[CH:5][CH:6]=2)[CH:8]2[CH2:17][O:16][C:15]3[CH:18]=[CH:19][CH:20]=[CH:21][C:14]=3[C:9]2=[N:10]1)#[N:23].